Dataset: Forward reaction prediction with 1.9M reactions from USPTO patents (1976-2016). Task: Predict the product of the given reaction. (1) The product is: [Cl:1][C:2]1[CH:10]=[CH:9][C:8]2[N:7](/[CH:11]=[C:12](/[C:15]3[CH:20]=[CH:19][C:18]([Cl:21])=[CH:17][C:16]=3[Cl:22])\[CH3:13])[C:6]3[CH2:23][CH2:24][N:25]([CH3:27])[CH2:26][C:5]=3[C:4]=2[CH:3]=1. Given the reactants [Cl:1][C:2]1[CH:10]=[CH:9][C:8]2[N:7]([CH2:11][C:12]([C:15]3[CH:20]=[CH:19][C:18]([Cl:21])=[CH:17][C:16]=3[Cl:22])(O)[CH3:13])[C:6]3[CH2:23][CH2:24][N:25]([CH3:27])[CH2:26][C:5]=3[C:4]=2[CH:3]=1.S(=O)(=O)(O)O.[OH-].[K+], predict the reaction product. (2) Given the reactants [CH3:1][O:2][C:3]1[CH:4]=[C:5]([CH:21]=[CH:22][C:23]=1[O:24][CH2:25][C:26]1[N:27]=[C:28]([C:32]2[CH:37]=[CH:36][CH:35]=[CH:34][CH:33]=2)[O:29][C:30]=1[CH3:31])[CH2:6][O:7][C:8]1[C:12]([CH2:13][OH:14])=[CH:11][N:10]([C:15]2[CH:20]=[CH:19][CH:18]=[CH:17][CH:16]=2)[N:9]=1, predict the reaction product. The product is: [CH3:1][O:2][C:3]1[CH:4]=[C:5]([CH:21]=[CH:22][C:23]=1[O:24][CH2:25][C:26]1[N:27]=[C:28]([C:32]2[CH:37]=[CH:36][CH:35]=[CH:34][CH:33]=2)[O:29][C:30]=1[CH3:31])[CH2:6][O:7][C:8]1[C:12]([CH:13]=[O:14])=[CH:11][N:10]([C:15]2[CH:16]=[CH:17][CH:18]=[CH:19][CH:20]=2)[N:9]=1.